Dataset: Forward reaction prediction with 1.9M reactions from USPTO patents (1976-2016). Task: Predict the product of the given reaction. (1) Given the reactants [Cl:1][C:2]1[N:7]=[C:6](Cl)[CH:5]=[CH:4][N:3]=1.[NH2:9][C:10]1[CH:11]=[N:12][C:13]2[C:18]([CH:19]=1)=[CH:17][CH:16]=[CH:15][CH:14]=2.C(N(C(C)C)C(C)C)C, predict the reaction product. The product is: [Cl:1][C:2]1[N:7]=[C:6]([NH:9][C:10]2[CH:11]=[N:12][C:13]3[C:18]([CH:19]=2)=[CH:17][CH:16]=[CH:15][CH:14]=3)[CH:5]=[CH:4][N:3]=1. (2) Given the reactants Cl[C:2]1[C:11]2[C:6](=[CH:7][CH:8]=[CH:9][CH:10]=2)[C:5]([N:12]2[CH2:17][CH2:16][N:15]([C:18]([C:20]3[CH:25]=[CH:24][CH:23]=[CH:22][CH:21]=3)=[O:19])[CH2:14][C@H:13]2[CH3:26])=[N:4][N:3]=1.[OH:27][CH2:28][C:29]1[CH:34]=[CH:33][C:32](B(O)O)=[CH:31][CH:30]=1.C(=O)([O-])[O-].[Na+].[Na+], predict the reaction product. The product is: [OH:27][CH2:28][C:29]1[CH:34]=[CH:33][C:32]([C:2]2[C:11]3[C:6](=[CH:7][CH:8]=[CH:9][CH:10]=3)[C:5]([N:12]3[CH2:17][CH2:16][N:15]([C:18]([C:20]4[CH:25]=[CH:24][CH:23]=[CH:22][CH:21]=4)=[O:19])[CH2:14][C@H:13]3[CH3:26])=[N:4][N:3]=2)=[CH:31][CH:30]=1. (3) Given the reactants C([Li])CCC.CC1(C)CCCC(C)(C)N1.[Br:16][C:17]1[C:18]([Cl:26])=[N:19][CH:20]=[C:21]([CH:25]=1)[C:22]([OH:24])=[O:23].[I:27]I, predict the reaction product. The product is: [Br:16][C:17]1[C:18]([Cl:26])=[N:19][CH:20]=[C:21]([C:25]=1[I:27])[C:22]([OH:24])=[O:23]. (4) Given the reactants C([O:3][C:4](=[O:50])[CH2:5][CH2:6][CH2:7][O:8][C:9]1[CH:14]=[CH:13][CH:12]=[C:11]([CH2:15][CH2:16][CH2:17][CH2:18][CH2:19][CH2:20][O:21][C:22]2[CH:27]=[C:26]([S:28]([CH2:31][CH2:32][CH3:33])(=[O:30])=[O:29])[CH:25]=[C:24]([C:34]3[CH:42]=[CH:41][C:37]4[O:38][CH2:39][O:40][C:36]=4[CH:35]=3)[CH:23]=2)[C:10]=1[CH2:43][CH2:44][C:45]([O:47]CC)=[O:46])C.[OH-].[Na+], predict the reaction product. The product is: [O:38]1[C:37]2[CH:41]=[CH:42][C:34]([C:24]3[CH:23]=[C:22]([CH:27]=[C:26]([S:28]([CH2:31][CH2:32][CH3:33])(=[O:29])=[O:30])[CH:25]=3)[O:21][CH2:20][CH2:19][CH2:18][CH2:17][CH2:16][CH2:15][C:11]3[C:10]([CH2:43][CH2:44][C:45]([OH:47])=[O:46])=[C:9]([CH:14]=[CH:13][CH:12]=3)[O:8][CH2:7][CH2:6][CH2:5][C:4]([OH:50])=[O:3])=[CH:35][C:36]=2[O:40][CH2:39]1. (5) Given the reactants [CH:1]([N:4]1[CH2:9][CH2:8][N:7]([C:10]2[CH:11]=[C:12]([CH:15]=[CH:16][N:17]=2)[C:13]#[N:14])[CH2:6][CH2:5]1)([CH3:3])[CH3:2].C[Si]([N-:22][Si](C)(C)C)(C)C.[Li+].C(=O)(O)[O-].[Na+].C([O-])([O-])=O.[K+].[K+].Br[CH2:40][C:41]([C:43]1[CH:48]=[CH:47][C:46]([F:49])=[C:45]([Cl:50])[CH:44]=1)=O, predict the reaction product. The product is: [Cl:50][C:45]1[CH:44]=[C:43]([C:41]2[N:14]=[C:13]([C:12]3[CH:15]=[CH:16][N:17]=[C:10]([N:7]4[CH2:6][CH2:5][N:4]([CH:1]([CH3:3])[CH3:2])[CH2:9][CH2:8]4)[CH:11]=3)[NH:22][CH:40]=2)[CH:48]=[CH:47][C:46]=1[F:49]. (6) Given the reactants [CH:1]1[C:10]2[C:5](=[CH:6][CH:7]=[CH:8][CH:9]=2)[CH:4]=[CH:3][C:2]=1[NH2:11].Cl[C:13]1[C:18]([C:19]([O:21][CH2:22][CH3:23])=[O:20])=[CH:17][N:16]=[C:15]([Cl:24])[CH:14]=1.Cl, predict the reaction product. The product is: [Cl:24][C:15]1[CH:14]=[C:13]([NH:11][C:2]2[CH:3]=[CH:4][C:5]3[C:10](=[CH:9][CH:8]=[CH:7][CH:6]=3)[CH:1]=2)[C:18]([C:19]([O:21][CH2:22][CH3:23])=[O:20])=[CH:17][N:16]=1.